Dataset: Full USPTO retrosynthesis dataset with 1.9M reactions from patents (1976-2016). Task: Predict the reactants needed to synthesize the given product. (1) Given the product [S:1]([O-:5])([O-:4])(=[O:3])=[O:2].[C:24]([O:29][CH2:30][CH2:31][NH:32][C:33]([NH:13][CH2:12][CH2:11][CH2:10][CH2:9][NH:8][C:7]([NH2:6])=[NH2+:14])=[O:34])(=[O:28])[C:25]([CH3:27])=[CH2:26].[C:24]([O:29][CH2:30][CH2:31][NH:32][C:33]([NH:22][CH2:21][CH2:20][CH2:19][CH2:18][NH:17][C:16]([NH2:15])=[NH2+:23])=[O:34])(=[O:28])[C:25]([CH3:27])=[CH2:26], predict the reactants needed to synthesize it. The reactants are: [S:1]([OH:5])([OH:4])(=[O:3])=[O:2].[NH2:6][C:7](=[NH:14])[NH:8][CH2:9][CH2:10][CH2:11][CH2:12][NH2:13].[NH2:15][C:16](=[NH:23])[NH:17][CH2:18][CH2:19][CH2:20][CH2:21][NH2:22].[C:24]([O:29][CH2:30][CH2:31][N:32]=[C:33]=[O:34])(=[O:28])[C:25]([CH3:27])=[CH2:26]. (2) Given the product [N+:20]([C:23]1[CH:28]=[CH:27][CH:26]=[CH:25][C:24]=1[S:29]([NH:1][C@@H:2]1[CH2:7][CH2:6][CH2:5][C@H:4]([C:8]([O:10][CH2:11][CH3:12])=[O:9])[CH2:3]1)(=[O:31])=[O:30])([O-:22])=[O:21], predict the reactants needed to synthesize it. The reactants are: [NH2:1][C@@H:2]1[CH2:7][CH2:6][CH2:5][C@H:4]([C:8]([O:10][CH2:11][CH3:12])=[O:9])[CH2:3]1.C(N(CC)CC)C.[N+:20]([C:23]1[CH:28]=[CH:27][CH:26]=[CH:25][C:24]=1[S:29](Cl)(=[O:31])=[O:30])([O-:22])=[O:21]. (3) Given the product [CH3:32][O:31][C:9]1[CH:8]=[C:7]([C:38]2[CH:39]=[N:35][NH:36][CH:37]=2)[CH:12]=[CH:11][C:10]=1[C:13]1[N:14]=[N:15][C:16]([N:19]([CH3:30])[CH:20]2[CH2:21][C:22]([CH3:29])([CH3:28])[NH:23][C:24]([CH3:26])([CH3:27])[CH2:25]2)=[CH:17][CH:18]=1, predict the reactants needed to synthesize it. The reactants are: FC(F)(F)S(O[C:7]1[CH:12]=[CH:11][C:10]([C:13]2[N:14]=[N:15][C:16]([N:19]([CH3:30])[CH:20]3[CH2:25][C:24]([CH3:27])([CH3:26])[NH:23][C:22]([CH3:29])([CH3:28])[CH2:21]3)=[CH:17][CH:18]=2)=[C:9]([O:31][CH3:32])[CH:8]=1)(=O)=O.[NH:35]1[CH:39]=[C:38](B(O)O)[CH:37]=[N:36]1.P([O-])([O-])([O-])=O.[K+].[K+].[K+].COC1C=CC=C(OC)C=1C1C=CC=CC=1P(C1CCCCC1)C1CCCCC1. (4) Given the product [CH2:1]([NH:3][C:4]([NH:5][C:6]1[N:11]=[CH:10][C:9]([C:12]2[CH:13]=[C:14]([C:22]3[O:23][C:39](=[O:41])[NH:37][N:38]=3)[N:15]=[C:16]([O:18][CH:19]([CH3:20])[CH3:21])[CH:17]=2)=[C:8]([C:26]2[S:27][CH:28]=[C:29]([C:31]([F:34])([F:32])[F:33])[N:30]=2)[CH:7]=1)=[O:35])[CH3:2], predict the reactants needed to synthesize it. The reactants are: [CH2:1]([NH:3][C:4](=[O:35])[NH:5][C:6]1[N:11]=[CH:10][C:9]([C:12]2[CH:17]=[C:16]([O:18][CH:19]([CH3:21])[CH3:20])[N:15]=[C:14]([C:22](OC)=[O:23])[CH:13]=2)=[C:8]([C:26]2[S:27][CH:28]=[C:29]([C:31]([F:34])([F:33])[F:32])[N:30]=2)[CH:7]=1)[CH3:2].O.[NH2:37][NH2:38].[CH2:39]([OH:41])C. (5) Given the product [CH3:21][N:22]([CH3:23])[C:19]1[CH:20]=[C:15]2[C:16](=[CH:17][CH:18]=1)[C:24]([C:28]1[CH:19]=[CH:20][CH:11]=[CH:12][CH:13]=1)=[C:25]1[C:26](=[O:27])[CH2:11][CH2:12][C:13]1=[CH:14]2, predict the reactants needed to synthesize it. The reactants are: [Li+].C[Si]([N-][Si](C)(C)C)(C)C.[CH:11]1[C:20]2[C:15](=[CH:16][CH:17]=[CH:18][CH:19]=2)[CH:14]=[CH:13][CH:12]=1.[CH3:21][NH:22][CH3:23].[CH2:24]1[CH2:28][O:27][CH2:26][CH2:25]1. (6) Given the product [CH3:26][O:25][C:23]1[CH:22]=[C:19]([C:20]#[N:21])[CH:18]=[C:17]([C:6]2[CH:5]=[CH:4][C:3]([C:2]([F:1])([F:14])[F:15])=[CH:8][CH:7]=2)[CH:24]=1, predict the reactants needed to synthesize it. The reactants are: [F:1][C:2]([F:15])([F:14])[C:3]1[CH:8]=[CH:7][C:6](B2OCCO2)=[CH:5][CH:4]=1.Br[C:17]1[CH:18]=[C:19]([CH:22]=[C:23]([O:25][CH3:26])[CH:24]=1)[C:20]#[N:21].C(=O)([O-])[O-].[K+].[K+].O.